Dataset: Catalyst prediction with 721,799 reactions and 888 catalyst types from USPTO. Task: Predict which catalyst facilitates the given reaction. (1) Reactant: [N:1]1[CH:6]=[C:5](B(O)O)[CH:4]=[N:3][CH:2]=1.FC(F)(F)S(O[C:16]1[C@@:20]2([CH3:38])[CH2:21][CH2:22][C@H:23]3[C@H:32]([C@@H:19]2[CH2:18][CH:17]=1)[CH2:31][CH:30]=[C:29]1[C@:24]3([CH3:37])[CH2:25][CH2:26][C:27](=[O:36])[N:28]1[CH:33]1[CH2:35][CH2:34]1)(=O)=O. Product: [CH:33]1([N:28]2[C:29]3[C@@:24]([CH3:37])([C@H:23]4[CH2:22][CH2:21][C@@:20]5([CH3:38])[C@@H:19]([CH2:18][CH:17]=[C:16]5[C:5]5[CH:6]=[N:1][CH:2]=[N:3][CH:4]=5)[C@@H:32]4[CH2:31][CH:30]=3)[CH2:25][CH2:26][C:27]2=[O:36])[CH2:35][CH2:34]1. The catalyst class is: 516. (2) Reactant: [NH2:1][C:2]12[C:19](=[O:20])[C:18]3[C:13](=[CH:14][CH:15]=[CH:16][CH:17]=3)[C:3]1([OH:21])[O:4][C:5]1[CH:10]=[C:9]([CH3:11])[C:8]([CH3:12])=[CH:7][C:6]=12.N1C=CC=CC=1.[O:28]=[C:29]([CH3:33])[C:30](O)=[O:31].O=P(Cl)(Cl)Cl. Product: [OH:21][C:3]12[C:13]3[C:18](=[CH:17][CH:16]=[CH:15][CH:14]=3)[C:19](=[O:20])[C:2]1([NH:1][C:30](=[O:31])[C:29](=[O:28])[CH3:33])[C:6]1[CH:7]=[C:8]([CH3:12])[C:9]([CH3:11])=[CH:10][C:5]=1[O:4]2. The catalyst class is: 2.